Dataset: Catalyst prediction with 721,799 reactions and 888 catalyst types from USPTO. Task: Predict which catalyst facilitates the given reaction. (1) Reactant: Cl.[NH2:2][CH2:3][CH:4]1[CH2:9][CH2:8][O:7][CH2:6][CH2:5]1.Cl[C:11]1[N:18]=[C:17]([C:19]([F:22])([F:21])[F:20])[CH:16]=[CH:15][C:12]=1[C:13]#[N:14].C(N(CC)CC)C.CN1C(=O)CCC1. Product: [O:7]1[CH2:8][CH2:9][CH:4]([CH2:3][NH:2][C:11]2[N:18]=[C:17]([C:19]([F:22])([F:20])[F:21])[CH:16]=[CH:15][C:12]=2[C:13]#[N:14])[CH2:5][CH2:6]1. The catalyst class is: 2. (2) Reactant: Br[CH2:2][C:3]1[CH:25]=[C:24]([Cl:26])[C:6]([C:7]([C:9]2[C:17]3[C:12](=[C:13]([NH:18][C:19]([CH:21]4[CH2:23][CH2:22]4)=[O:20])[N:14]=[CH:15][CH:16]=3)[NH:11][CH:10]=2)=[O:8])=[C:5]([Cl:27])[CH:4]=1.C(=O)([O-])[O-].[Cs+].[Cs+].[CH3:34][NH2:35]. Product: [Cl:27][C:5]1[CH:4]=[C:3]([CH2:2][NH:35][CH3:34])[CH:25]=[C:24]([Cl:26])[C:6]=1[C:7]([C:9]1[C:17]2[C:12](=[C:13]([NH:18][C:19]([CH:21]3[CH2:22][CH2:23]3)=[O:20])[N:14]=[CH:15][CH:16]=2)[NH:11][CH:10]=1)=[O:8]. The catalyst class is: 47. (3) Reactant: [NH:1]1[CH2:5][CH:4]=[C:3]([C:6]2[NH:7][C:8]3[C:13]([CH:14]=2)=[C:12]([C:15]2[CH:20]=[CH:19][CH:18]=[C:17]([N:21]4[C:30](=[O:31])[C:29]5[C:24](=[CH:25][CH:26]=[CH:27][CH:28]=5)[N:23]=[CH:22]4)[C:16]=2[CH3:32])[CH:11]=[CH:10][C:9]=3[C:33]([NH2:35])=[O:34])[CH2:2]1.C=O.[BH-](OC(C)=O)(OC(C)=O)O[C:40](C)=O.[Na+]. Product: [CH3:40][N:1]1[CH2:5][CH:4]=[C:3]([C:6]2[NH:7][C:8]3[C:13]([CH:14]=2)=[C:12]([C:15]2[CH:20]=[CH:19][CH:18]=[C:17]([N:21]4[C:30](=[O:31])[C:29]5[C:24](=[CH:25][CH:26]=[CH:27][CH:28]=5)[N:23]=[CH:22]4)[C:16]=2[CH3:32])[CH:11]=[CH:10][C:9]=3[C:33]([NH2:35])=[O:34])[CH2:2]1. The catalyst class is: 5. (4) Reactant: ClC1C=C(C(Cl)=O)C=C(Cl)C=1.[CH3:12][O:13][C:14]1[CH:15]=[C:16]2[C:21](=[CH:22][C:23]=1[O:24][CH3:25])[N:20]=[CH:19][N:18]=[C:17]2[O:26][C:27]1[CH:33]=[CH:32][C:30]([NH2:31])=[CH:29][CH:28]=1.[Cl:34][C:35]1[CH:36]=[C:37]([C:42]([N:44]=[C:45]=[S:46])=[O:43])[CH:38]=[C:39]([Cl:41])[CH:40]=1. Product: [Cl:34][C:35]1[CH:36]=[C:37]([C:42]([N:44]=[C:45]=[S:46])=[O:43])[CH:38]=[C:39]([Cl:41])[CH:40]=1.[Cl:34][C:35]1[CH:36]=[C:37]([CH:38]=[C:39]([Cl:41])[CH:40]=1)[C:42]([NH:44][C:45]([NH:31][C:30]1[CH:32]=[CH:33][C:27]([O:26][C:17]2[C:16]3[C:21](=[CH:22][C:23]([O:24][CH3:25])=[C:14]([O:13][CH3:12])[CH:15]=3)[N:20]=[CH:19][N:18]=2)=[CH:28][CH:29]=1)=[S:46])=[O:43]. The catalyst class is: 234.